This data is from Catalyst prediction with 721,799 reactions and 888 catalyst types from USPTO. The task is: Predict which catalyst facilitates the given reaction. (1) Reactant: [Cl:1][C:2]1[CH:3]=[C:4]([CH:8]=[C:9]([O:11][CH3:12])[N:10]=1)[C:5]([OH:7])=[O:6].[C:13]([O-])([O-])=O.[K+].[K+]. Product: [CH3:13][O:6][C:5](=[O:7])[C:4]1[CH:8]=[C:9]([O:11][CH3:12])[N:10]=[C:2]([Cl:1])[CH:3]=1. The catalyst class is: 3. (2) Reactant: [H-].[Na+].[Br:3][C:4]1[CH:5]=[C:6]([C:10]2[C:11]3[N:12]([C:25]([CH2:28][CH3:29])=[CH:26][CH:27]=3)[N:13]=[C:14]([CH2:23][OH:24])[C:15]=2[CH2:16][CH2:17][C:18]([O:20]CC)=[O:19])[CH:7]=[N:8][CH:9]=1.Br.Br[CH2:32][C:33]1[CH:34]=[N:35][CH:36]=[CH:37][CH:38]=1. Product: [Br:3][C:4]1[CH:5]=[C:6]([C:10]2[C:11]3[N:12]([C:25]([CH2:28][CH3:29])=[CH:26][CH:27]=3)[N:13]=[C:14]([CH2:23][O:24][CH2:32][C:33]3[CH:34]=[N:35][CH:36]=[CH:37][CH:38]=3)[C:15]=2[CH2:16][CH2:17][C:18]([OH:20])=[O:19])[CH:7]=[N:8][CH:9]=1. The catalyst class is: 3. (3) Reactant: [C:1]([C:4]1[CH:9]=[CH:8][C:7]([B:10]([OH:12])[OH:11])=[CH:6][CH:5]=1)([OH:3])=[O:2].[CH2:13](O)[CH3:14].Cl. Product: [CH2:13]([O:2][C:1]([C:4]1[CH:5]=[CH:6][C:7]([B:10]([OH:12])[OH:11])=[CH:8][CH:9]=1)=[O:3])[CH3:14]. The catalyst class is: 8.